From a dataset of Peptide-MHC class I binding affinity with 185,985 pairs from IEDB/IMGT. Regression. Given a peptide amino acid sequence and an MHC pseudo amino acid sequence, predict their binding affinity value. This is MHC class I binding data. (1) The binding affinity (normalized) is 0.213. The MHC is HLA-B45:06 with pseudo-sequence HLA-B45:06. The peptide sequence is MEFNSLLAI. (2) The peptide sequence is VALWNDGTV. The MHC is HLA-A11:01 with pseudo-sequence HLA-A11:01. The binding affinity (normalized) is 0.0847. (3) The peptide sequence is RLAKLTEAI. The MHC is HLA-A24:02 with pseudo-sequence HLA-A24:02. The binding affinity (normalized) is 0.329. (4) The peptide sequence is WTIGYDTIY. The MHC is HLA-A02:01 with pseudo-sequence HLA-A02:01. The binding affinity (normalized) is 0.0847. (5) The peptide sequence is SPAIFQCSM. The MHC is HLA-A01:01 with pseudo-sequence HLA-A01:01. The binding affinity (normalized) is 0. (6) The peptide sequence is WPTPKTHPV. The MHC is HLA-B51:01 with pseudo-sequence HLA-B51:01. The binding affinity (normalized) is 0.213. (7) The peptide sequence is YRFRFRSVY. The MHC is HLA-B15:17 with pseudo-sequence HLA-B15:17. The binding affinity (normalized) is 0.302.